Dataset: Full USPTO retrosynthesis dataset with 1.9M reactions from patents (1976-2016). Task: Predict the reactants needed to synthesize the given product. (1) Given the product [C:36]([OH:37])(=[O:3])[CH3:35].[Cl:13][C:14]1[CH:33]=[CH:32][C:31]([CH2:34][CH2:12][CH2:11][NH:8][CH2:9][CH2:10][OH:3])=[CH:30][C:15]=1[C:16]([NH:18][CH2:19][C:20]12[CH2:29][CH:24]3[CH2:23][CH:22]([CH2:28][CH:26]([CH2:25]3)[CH2:27]1)[CH2:21]2)=[O:17], predict the reactants needed to synthesize it. The reactants are: CS(Cl)(=O)=[O:3].C([N:8]([CH2:11][CH3:12])[CH2:9][CH3:10])C.[Cl:13][C:14]1[CH:33]=[CH:32][C:31]([CH2:34][CH2:35][CH2:36][OH:37])=[CH:30][C:15]=1[C:16]([NH:18][CH2:19][C:20]12[CH2:29][CH:24]3[CH2:25][CH:26]([CH2:28][CH:22]([CH2:23]3)[CH2:21]1)[CH2:27]2)=[O:17]. (2) Given the product [Cl:21][C:22]1[C:23]([F:30])=[C:24]([CH:27]=[CH:28][CH:29]=1)[CH2:25][N:12]1[C:13]2[CH:1]=[N:2][C:3]([C:14]([NH:31][OH:32])=[O:16])=[CH:4][C:5]=2[C:6]2[C:11]1=[CH:10][CH:9]=[CH:8][CH:7]=2, predict the reactants needed to synthesize it. The reactants are: [CH:1]1[C:13]2[NH:12][C:11]3[C:6](=[CH:7][CH:8]=[CH:9][CH:10]=3)[C:5]=2[CH:4]=[C:3]([C:14]([O:16]CC)=O)[N:2]=1.[H-].[Na+].[Cl:21][C:22]1[C:23]([F:30])=[C:24]([CH:27]=[CH:28][CH:29]=1)[CH2:25]Br.[NH2:31][OH:32]. (3) Given the product [OH:1][C:2]1[CH:3]=[CH:4][C:5]2[O:9][C@@H:8]3[C@@H:10]([C:11]([OH:13])=[O:12])[C@@H:7]3[C:6]=2[CH:16]=1, predict the reactants needed to synthesize it. The reactants are: [OH:1][C:2]1[CH:3]=[CH:4][C:5]2[O:9][C@@H:8]3[C@@H:10]([C:11]([O:13]CC)=[O:12])[C@@H:7]3[C:6]=2[CH:16]=1.Cl.N[C@H]1[C@H]2[C@@H]1OC1C=CC(OC3C=CN=C4C=3CCC(=O)N4)=CC=12.